Task: Predict the reactants needed to synthesize the given product.. Dataset: Full USPTO retrosynthesis dataset with 1.9M reactions from patents (1976-2016) (1) Given the product [NH2:1][C:2]1[CH:9]=[CH:8][CH:7]=[CH:6][C:3]=1[CH2:4][NH:5][C:22](=[O:23])[O:21][C:17]([CH3:20])([CH3:19])[CH3:18], predict the reactants needed to synthesize it. The reactants are: [NH2:1][C:2]1[CH:9]=[CH:8][CH:7]=[CH:6][C:3]=1[CH2:4][NH2:5].C(N(CC)CC)C.[C:17]([O:21][C:22](O[C:22]([O:21][C:17]([CH3:20])([CH3:19])[CH3:18])=[O:23])=[O:23])([CH3:20])([CH3:19])[CH3:18].C([O-])(O)=O.[Na+]. (2) Given the product [CH2:30]([O:29][C:27]1[CH:26]=[C:23]([CH:22]=[C:21]([O:20][CH2:18][CH3:19])[CH:28]=1)[CH2:24][NH:1][C@@H:2]([CH3:17])[C@@H:3]([C:5]1[CH:6]=[CH:7][C:8]([OH:16])=[C:9]([NH:11][S:12]([CH3:15])(=[O:14])=[O:13])[CH:10]=1)[OH:4])[CH3:31], predict the reactants needed to synthesize it. The reactants are: [NH2:1][C@@H:2]([CH3:17])[C@@H:3]([C:5]1[CH:6]=[CH:7][C:8]([OH:16])=[C:9]([NH:11][S:12]([CH3:15])(=[O:14])=[O:13])[CH:10]=1)[OH:4].[CH2:18]([O:20][C:21]1[CH:22]=[C:23]([CH:26]=[C:27]([O:29][CH2:30][CH3:31])[CH:28]=1)[CH:24]=O)[CH3:19].